This data is from NCI-60 drug combinations with 297,098 pairs across 59 cell lines. The task is: Regression. Given two drug SMILES strings and cell line genomic features, predict the synergy score measuring deviation from expected non-interaction effect. (1) Drug 1: C1=CC(=CC=C1CCC2=CNC3=C2C(=O)NC(=N3)N)C(=O)NC(CCC(=O)O)C(=O)O. Drug 2: C1=NC(=NC(=O)N1C2C(C(C(O2)CO)O)O)N. Cell line: SF-268. Synergy scores: CSS=17.9, Synergy_ZIP=-2.81, Synergy_Bliss=1.49, Synergy_Loewe=-2.86, Synergy_HSA=0.405. (2) Drug 1: C(=O)(N)NO. Drug 2: C1=NNC2=C1C(=O)NC=N2. Cell line: COLO 205. Synergy scores: CSS=29.9, Synergy_ZIP=-8.82, Synergy_Bliss=-2.40, Synergy_Loewe=-8.76, Synergy_HSA=-2.35.